This data is from Forward reaction prediction with 1.9M reactions from USPTO patents (1976-2016). The task is: Predict the product of the given reaction. (1) The product is: [CH:1]1([CH2:6][CH:7]([C:18]2[NH:29][C:21]3=[N:22][CH:23]=[C:24]([CH2:31][C:30]([OH:33])=[O:32])[CH:25]=[C:20]3[CH:19]=2)[C:8]2[CH:13]=[CH:12][C:11]([S:14]([CH3:17])(=[O:16])=[O:15])=[CH:10][CH:9]=2)[CH2:5][CH2:4][CH2:3][CH2:2]1. Given the reactants [CH:1]1([CH2:6][CH:7]([C:18]2[NH:29][C:21]3=[N:22][CH:23]=[C:24](CC#N)[CH:25]=[C:20]3[CH:19]=2)[C:8]2[CH:13]=[CH:12][C:11]([S:14]([CH3:17])(=[O:16])=[O:15])=[CH:10][CH:9]=2)[CH2:5][CH2:4][CH2:3][CH2:2]1.[C:30]([OH:33])(=[O:32])[CH3:31], predict the reaction product. (2) Given the reactants [BH4-].[Na+].[NH2:3][C:4]1[C:8]([C:9]#[N:10])=[C:7]([NH:11][C:12]2[CH:17]=[CH:16][CH:15]=[CH:14][CH:13]=2)[S:6][N:5]=1.O.O.O.C([O-])(=O)C.[Na+].[CH:26](=O)[C:27]1[CH:32]=[CH:31][CH:30]=[CH:29][CH:28]=1, predict the reaction product. The product is: [CH2:26]([NH:3][C:4]1[C:8]([C:9]#[N:10])=[C:7]([NH:11][C:12]2[CH:13]=[CH:14][CH:15]=[CH:16][CH:17]=2)[S:6][N:5]=1)[C:27]1[CH:32]=[CH:31][CH:30]=[CH:29][CH:28]=1. (3) Given the reactants [Br:1][C:2]1[CH:3]=[C:4](/[CH:10]=[N:11]/[S:12]([C:14]([CH3:17])([CH3:16])[CH3:15])=[O:13])[CH:5]=[CH:6][C:7]=1[O:8][CH3:9].[CH3:18][Mg]Br.C1COCC1.C1(C)C=CC=CC=1, predict the reaction product. The product is: [Br:1][C:2]1[CH:3]=[C:4]([C@H:10]([NH:11][S:12]([C:14]([CH3:17])([CH3:16])[CH3:15])=[O:13])[CH3:18])[CH:5]=[CH:6][C:7]=1[O:8][CH3:9]. (4) Given the reactants [Cl:1][C:2]1[CH:7]=[CH:6][C:5]([C:8]2[CH:9]=[N:10][CH:11]=[C:12]3[C:17]=2[N:16]=[C:15]([C:18]([OH:20])=O)[CH:14]=[CH:13]3)=[CH:4][CH:3]=1.C(N(CC)C(C)C)(C)C.F[P-](F)(F)(F)(F)F.N1(OC(N(C)C)=[N+](C)C)C2N=CC=CC=2N=N1.[CH3:54][C:55]1[N:56]=[CH:57][C:58]([CH2:61][NH2:62])=[N:59][CH:60]=1, predict the reaction product. The product is: [Cl:1][C:2]1[CH:3]=[CH:4][C:5]([C:8]2[CH:9]=[N:10][CH:11]=[C:12]3[C:17]=2[N:16]=[C:15]([C:18]([NH:62][CH2:61][C:58]2[CH:57]=[N:56][C:55]([CH3:54])=[CH:60][N:59]=2)=[O:20])[CH:14]=[CH:13]3)=[CH:6][CH:7]=1. (5) Given the reactants [CH:1]([N:4]1[C:8]([C:9]2[N:18]=[C:17]3[N:11]([CH2:12][CH2:13][O:14][C:15]4[CH:22]=[C:21]([CH:23]=O)[CH:20]=[CH:19][C:16]=43)[CH:10]=2)=[N:7][CH:6]=[N:5]1)([CH3:3])[CH3:2].[CH3:25][NH2:26].C(O[BH-](OC(=O)C)OC(=O)C)(=O)C.[Na+], predict the reaction product. The product is: [CH:1]([N:4]1[C:8]([C:9]2[N:18]=[C:17]3[N:11]([CH2:12][CH2:13][O:14][C:15]4[CH:22]=[C:21]([CH2:23][NH:26][CH3:25])[CH:20]=[CH:19][C:16]=43)[CH:10]=2)=[N:7][CH:6]=[N:5]1)([CH3:2])[CH3:3]. (6) Given the reactants [C:1]([NH:11][C@H:12]([C:16]([O:18][C:19]1[CH:20]=[C:21]([CH:29]=[CH:30][C:31]=1[O:32][C:33](=[O:49])[C@H:34]([CH:46]([CH3:48])[CH3:47])[NH:35][C:36]([O:38][CH2:39][C:40]1[CH:45]=[CH:44][CH:43]=[CH:42][CH:41]=1)=[O:37])[CH2:22][CH2:23][C:24]([O:26][CH2:27]Cl)=[O:25])=[O:17])[CH:13]([CH3:15])[CH3:14])([O:3][CH2:4][C:5]1[CH:10]=[CH:9][CH:8]=[CH:7][CH:6]=1)=[O:2].[I-:50].[Na+], predict the reaction product. The product is: [C:1]([NH:11][C@H:12]([C:16]([O:18][C:19]1[CH:20]=[C:21]([CH:29]=[CH:30][C:31]=1[O:32][C:33](=[O:49])[C@H:34]([CH:46]([CH3:48])[CH3:47])[NH:35][C:36]([O:38][CH2:39][C:40]1[CH:45]=[CH:44][CH:43]=[CH:42][CH:41]=1)=[O:37])[CH2:22][CH2:23][C:24]([O:26][CH2:27][I:50])=[O:25])=[O:17])[CH:13]([CH3:15])[CH3:14])([O:3][CH2:4][C:5]1[CH:10]=[CH:9][CH:8]=[CH:7][CH:6]=1)=[O:2].